From a dataset of NCI-60 drug combinations with 297,098 pairs across 59 cell lines. Regression. Given two drug SMILES strings and cell line genomic features, predict the synergy score measuring deviation from expected non-interaction effect. (1) Drug 1: C1=CC=C(C=C1)NC(=O)CCCCCCC(=O)NO. Drug 2: CCC1(CC2CC(C3=C(CCN(C2)C1)C4=CC=CC=C4N3)(C5=C(C=C6C(=C5)C78CCN9C7C(C=CC9)(C(C(C8N6C)(C(=O)OC)O)OC(=O)C)CC)OC)C(=O)OC)O.OS(=O)(=O)O. Cell line: OVCAR-8. Synergy scores: CSS=0.145, Synergy_ZIP=0.319, Synergy_Bliss=0.834, Synergy_Loewe=-1.32, Synergy_HSA=-1.19. (2) Drug 1: CN(CC1=CN=C2C(=N1)C(=NC(=N2)N)N)C3=CC=C(C=C3)C(=O)NC(CCC(=O)O)C(=O)O. Drug 2: C1=NC2=C(N=C(N=C2N1C3C(C(C(O3)CO)O)F)Cl)N. Cell line: SN12C. Synergy scores: CSS=26.6, Synergy_ZIP=-6.62, Synergy_Bliss=-0.757, Synergy_Loewe=-2.94, Synergy_HSA=1.20. (3) Drug 1: C1CCC(CC1)NC(=O)N(CCCl)N=O. Cell line: SF-268. Drug 2: C1=CC=C(C=C1)NC(=O)CCCCCCC(=O)NO. Synergy scores: CSS=24.1, Synergy_ZIP=2.94, Synergy_Bliss=3.97, Synergy_Loewe=2.66, Synergy_HSA=4.07.